This data is from Forward reaction prediction with 1.9M reactions from USPTO patents (1976-2016). The task is: Predict the product of the given reaction. (1) Given the reactants [CH2:1]([O:8][C:9]1[CH:14]=[CH:13][C:12]([CH2:15][Cl:16])=[CH:11][CH:10]=1)[C:2]1[CH:7]=[CH:6][CH:5]=[CH:4][CH:3]=1.[C:17]1([P:23]([C:30]2[CH:35]=[CH:34][CH:33]=[CH:32][CH:31]=2)[C:24]2[CH:29]=[CH:28][CH:27]=[CH:26][CH:25]=2)[CH:22]=[CH:21][CH:20]=[CH:19][CH:18]=1, predict the reaction product. The product is: [Cl-:16].[CH2:1]([O:8][C:9]1[CH:14]=[CH:13][C:12]([CH2:15][P+:23]([C:24]2[CH:25]=[CH:26][CH:27]=[CH:28][CH:29]=2)([C:30]2[CH:35]=[CH:34][CH:33]=[CH:32][CH:31]=2)[C:17]2[CH:18]=[CH:19][CH:20]=[CH:21][CH:22]=2)=[CH:11][CH:10]=1)[C:2]1[CH:7]=[CH:6][CH:5]=[CH:4][CH:3]=1. (2) Given the reactants [I:1][C:2]1[CH:3]=[C:4]2[C:9](=[CH:10][CH:11]=1)[C:8](=[O:12])[NH:7][C:6](=[O:13])/[C:5]/2=[CH:14]\[NH:15][C:16]1[CH:21]=[CH:20][C:19]([N:22]2[CH2:27][CH2:26][NH:25][CH2:24][CH2:23]2)=[CH:18][CH:17]=1.[C:28](O[BH-](OC(=O)C)OC(=O)C)(=[O:30])[CH3:29].[Na+].C(O)C=O.C(O)(=O)C.C(=O)(O)[O-].[Na+], predict the reaction product. The product is: [OH:30][CH2:28][CH2:29][N:25]1[CH2:24][CH2:23][N:22]([C:19]2[CH:18]=[CH:17][C:16]([NH:15]/[CH:14]=[C:5]3\[C:6](=[O:13])[NH:7][C:8](=[O:12])[C:9]4[C:4]\3=[CH:3][C:2]([I:1])=[CH:11][CH:10]=4)=[CH:21][CH:20]=2)[CH2:27][CH2:26]1. (3) Given the reactants [Cl:1][C:2]1[CH:3]=[C:4]([CH:9]=[C:10]([C:12]([NH:14][CH3:15])=[O:13])[CH:11]=1)[C:5](OC)=[O:6].C(O)C.[BH4-].[Li+], predict the reaction product. The product is: [Cl:1][C:2]1[CH:11]=[C:10]([CH:9]=[C:4]([CH2:5][OH:6])[CH:3]=1)[C:12]([NH:14][CH3:15])=[O:13]. (4) Given the reactants [OH:1][C:2]1[CH:7]=[CH:6][C:5]([C:8]2[CH2:14][NH:13][C:12](=[O:15])[C@H:11]([NH:16]C(=O)OCC3C=CC=CC=3)[CH2:10][CH:9]=2)=[CH:4][CH:3]=1, predict the reaction product. The product is: [NH2:16][C@@H:11]1[CH2:10][CH2:9][CH:8]([C:5]2[CH:6]=[CH:7][C:2]([OH:1])=[CH:3][CH:4]=2)[CH2:14][NH:13][C:12]1=[O:15]. (5) Given the reactants [C:1]([C:3]1[CH:11]=[CH:10][C:6]([C:7]([OH:9])=O)=[CH:5][CH:4]=1)#[N:2].C1(N=C=NC2CCCCC2)CCCCC1.O.ON1C2C=CC=CC=2N=N1.[N:38]1([C:44]2[CH:49]=[CH:48][C:47]([OH:50])=[CH:46][CH:45]=2)[CH2:43][CH2:42][NH:41][CH2:40][CH2:39]1, predict the reaction product. The product is: [OH:50][C:47]1[CH:46]=[CH:45][C:44]([N:38]2[CH2:43][CH2:42][N:41]([C:7]([C:6]3[CH:5]=[CH:4][C:3]([C:1]#[N:2])=[CH:11][CH:10]=3)=[O:9])[CH2:40][CH2:39]2)=[CH:49][CH:48]=1. (6) Given the reactants [CH3:1][N:2]([CH3:5])[CH:3]=O.O(Cl)[Cl:7].[P+5].[F:10][C:11]1[CH:12]=[C:13]([CH2:17][CH2:18][C:19]2[CH:20]=[CH:21][C:22]3[O:27][CH2:26][C:25](=O)[NH:24][C:23]=3[CH:29]=2)[CH:14]=[CH:15][CH:16]=1, predict the reaction product. The product is: [Cl:7][C:25]1[C:26](=[CH:3][N:2]([CH3:5])[CH3:1])[O:27][C:22]2[CH:21]=[CH:20][C:19]([CH2:18][CH2:17][C:13]3[CH:14]=[CH:15][CH:16]=[C:11]([F:10])[CH:12]=3)=[CH:29][C:23]=2[N:24]=1.